From a dataset of Full USPTO retrosynthesis dataset with 1.9M reactions from patents (1976-2016). Predict the reactants needed to synthesize the given product. (1) Given the product [C:19]([N:16]1[C:17]2[C:13](=[CH:12][CH:11]=[C:10]([N:9]3[C:26](=[O:27])[C:25]([CH3:30])([CH3:24])[N:31]([CH2:32][C:33]4[CH:34]=[CH:35][N:36]=[CH:37][CH:38]=4)[C:4]3=[O:3])[CH:18]=2)[C:14]([CH3:23])([CH3:22])[CH2:15]1)(=[O:21])[CH3:20], predict the reactants needed to synthesize it. The reactants are: O=C(Cl)[O:3][C:4](Cl)(Cl)Cl.[NH2:9][C:10]1[CH:18]=[C:17]2[C:13]([C:14]([CH3:23])([CH3:22])[CH2:15][N:16]2[C:19](=[O:21])[CH3:20])=[CH:12][CH:11]=1.[CH3:24][C:25]([NH:31][CH2:32][C:33]1[CH:38]=[CH:37][N:36]=[CH:35][CH:34]=1)([CH3:30])[C:26](OC)=[O:27]. (2) Given the product [O:1]1[CH2:2][CH2:3][CH:4]([C:7]2[N:11]([S:16]([N:15]([CH3:20])[CH3:14])(=[O:18])=[O:17])[CH:10]=[CH:9][N:8]=2)[CH2:5][CH2:6]1, predict the reactants needed to synthesize it. The reactants are: [O:1]1[CH2:6][CH2:5][CH:4]([C:7]2[NH:8][CH:9]=[CH:10][N:11]=2)[CH2:3][CH2:2]1.[H-].[Na+].[CH3:14][N:15]([CH3:20])[S:16](Cl)(=[O:18])=[O:17].[NH4+].[Cl-].